From a dataset of Forward reaction prediction with 1.9M reactions from USPTO patents (1976-2016). Predict the product of the given reaction. Given the reactants [F:1][C:2]1[CH:3]=[C:4]([C:8]([CH:20]2[CH2:24][CH2:23][CH2:22][CH2:21]2)([CH3:19])[C:9]([O:11][CH:12]2[CH2:17][CH2:16][N:15]([CH3:18])[CH2:14][CH2:13]2)=[O:10])[CH:5]=[CH:6][CH:7]=1.[I:25][CH3:26], predict the reaction product. The product is: [I-:25].[F:1][C:2]1[CH:3]=[C:4]([C:8]([CH:20]2[CH2:21][CH2:22][CH2:23][CH2:24]2)([CH3:19])[C:9]([O:11][CH:12]2[CH2:17][CH2:16][N+:15]([CH3:26])([CH3:18])[CH2:14][CH2:13]2)=[O:10])[CH:5]=[CH:6][CH:7]=1.